This data is from Catalyst prediction with 721,799 reactions and 888 catalyst types from USPTO. The task is: Predict which catalyst facilitates the given reaction. (1) Reactant: [C:1]([Si:5]([O:8][C:9]1[CH:14]=[CH:13][CH:12]=[CH:11][C:10]=1[CH2:15][CH2:16][O:17][Si](C(C)(C)C)(C)C)([CH3:7])[CH3:6])([CH3:4])([CH3:3])[CH3:2].CC1C=CC(S([O-])(=O)=O)=CC=1.C1C=C[NH+]=CC=1. Product: [Si:5]([O:8][C:9]1[CH:14]=[CH:13][CH:12]=[CH:11][C:10]=1[CH2:15][CH2:16][OH:17])([C:1]([CH3:4])([CH3:3])[CH3:2])([CH3:7])[CH3:6]. The catalyst class is: 8. (2) Reactant: [CH3:1][O:2][C:3]1[CH:8]=[CH:7][C:6](B(O)O)=[CH:5][C:4]=1[CH3:12].Br[C:14]1[CH:19]=[CH:18][CH:17]=[CH:16][N:15]=1.C(=O)([O-])[O-].[K+].[K+].O1CCOCC1. Product: [CH3:1][O:2][C:3]1[CH:8]=[CH:7][C:6]([C:14]2[CH:19]=[CH:18][CH:17]=[CH:16][N:15]=2)=[CH:5][C:4]=1[CH3:12]. The catalyst class is: 6. (3) The catalyst class is: 123. Reactant: C(O[CH:5]([C:28]1[N:40]=[C:31]2[N:32]=[C:33]([CH3:39])[C:34]3[CH2:38][CH2:37][CH2:36][C:35]=3[N:30]2[N:29]=1)[C:6]1(Br)[C:12](=[O:13])[N:11]2[C@@H:7]1[S:8][CH:9]=[C:10]2[C:14]([O:16]CC1C=CC([N+]([O-])=O)=CC=1)=[O:15])(=O)C.C(#N)C.P([O-])([O-])([O-])=O. Product: [CH3:39][C:33]1[C:34]2[CH2:38][CH2:37][CH2:36][C:35]=2[N:30]2[N:29]=[C:28](/[CH:5]=[C:6]3\[C@@H:7]4[N:11]([C:12]\3=[O:13])[C:10]([C:14]([OH:16])=[O:15])=[CH:9][S:8]4)[N:40]=[C:31]2[N:32]=1.